Dataset: Reaction yield outcomes from USPTO patents with 853,638 reactions. Task: Predict the reaction yield, written as a fraction of the theoretical maximum amount of product (1.0 means a 100% yield; for example, 0.34 means a 34% yield). The reactants are CC[O-].[Na+].[CH3:5][C:6]1[S:10][CH:9]=[C:8]([CH:11]=O)[CH:7]=1.[C:13]([O:22]CC)(=[O:21])[CH2:14][CH2:15][C:16]([O:18][CH2:19][CH3:20])=[O:17]. The catalyst is C(O)C. The product is [CH2:19]([O:18][C:16]([C:15](=[CH:11][C:8]1[CH:7]=[C:6]([CH3:5])[S:10][CH:9]=1)[CH2:14][C:13]([OH:22])=[O:21])=[O:17])[CH3:20]. The yield is 0.570.